From a dataset of Forward reaction prediction with 1.9M reactions from USPTO patents (1976-2016). Predict the product of the given reaction. Given the reactants [CH:1]1([N:6]2[C:15]3[N:14]=[C:13]([NH:16][C:17]4[CH:22]=[CH:21][C:20]([OH:23])=[CH:19][CH:18]=4)[N:12]=[CH:11][C:10]=3[N:9]([CH3:24])[C:8](=[O:25])[C@H:7]2[CH2:26][CH3:27])[CH2:5][CH2:4][CH2:3][CH2:2]1.Br[CH2:29][CH2:30][C@H:31]([NH:40][C:41]([O:43][C:44]([CH3:47])([CH3:46])[CH3:45])=[O:42])[C:32]([O:34][CH:35]1[CH2:39][CH2:38][CH2:37][CH2:36]1)=[O:33].C([O-])([O-])=O.[K+].[K+], predict the reaction product. The product is: [C:44]([O:43][C:41]([NH:40][C@H:31]([C:32]([O:34][CH:35]1[CH2:36][CH2:37][CH2:38][CH2:39]1)=[O:33])[CH2:30][CH2:29][O:23][C:20]1[CH:19]=[CH:18][C:17]([NH:16][C:13]2[N:12]=[CH:11][C:10]3[N:9]([CH3:24])[C:8](=[O:25])[C@@H:7]([CH2:26][CH3:27])[N:6]([CH:1]4[CH2:2][CH2:3][CH2:4][CH2:5]4)[C:15]=3[N:14]=2)=[CH:22][CH:21]=1)=[O:42])([CH3:45])([CH3:46])[CH3:47].